Dataset: Peptide-MHC class I binding affinity with 185,985 pairs from IEDB/IMGT. Task: Regression. Given a peptide amino acid sequence and an MHC pseudo amino acid sequence, predict their binding affinity value. This is MHC class I binding data. (1) The peptide sequence is LYNFATCGLV. The MHC is HLA-A30:02 with pseudo-sequence HLA-A30:02. The binding affinity (normalized) is 0.413. (2) The peptide sequence is QSDTVFDHY. The MHC is HLA-A30:02 with pseudo-sequence HLA-A30:02. The binding affinity (normalized) is 0.133. (3) The peptide sequence is TMAKNKPTL. The MHC is H-2-Db with pseudo-sequence H-2-Db. The binding affinity (normalized) is 0.519. (4) The peptide sequence is LVNHYFQTR. The MHC is Patr-A0301 with pseudo-sequence Patr-A0301. The binding affinity (normalized) is 0.381. (5) The peptide sequence is TFRERYSYK. The MHC is HLA-A68:01 with pseudo-sequence HLA-A68:01. The binding affinity (normalized) is 0.553. (6) The peptide sequence is IMDEPTSSL. The MHC is HLA-B40:01 with pseudo-sequence HLA-B40:01. The binding affinity (normalized) is 0.0357. (7) The peptide sequence is TAPDNLGYM. The MHC is H-2-Db with pseudo-sequence H-2-Db. The binding affinity (normalized) is 0.596.